The task is: Regression/Classification. Given a drug SMILES string, predict its absorption, distribution, metabolism, or excretion properties. Task type varies by dataset: regression for continuous measurements (e.g., permeability, clearance, half-life) or binary classification for categorical outcomes (e.g., BBB penetration, CYP inhibition). Dataset: b3db_classification.. This data is from Blood-brain barrier permeability classification from the B3DB database. (1) The drug is O=C(O)CCCC[C@H]1SC[C@H]2NC(=O)N[C@@H]21. The result is 1 (penetrates BBB). (2) The drug is O=CC(O)C(O)C(O)CO. The result is 0 (does not penetrate BBB). (3) The compound is CC(N)C(O)c1cccc(O)c1. The result is 0 (does not penetrate BBB). (4) The molecule is CC1(C)SC2C(NC(=O)C(NC(=O)Nc3cnc(Nc4ccc(S(N)(=O)=O)cc4)[nH]c3=O)c3ccc(O)cc3)C(=O)N2C1C(=O)O. The result is 0 (does not penetrate BBB). (5) The result is 1 (penetrates BBB). The compound is CN(C)CC(c1ccc(O)cc1)C1(O)CCCCC1. (6) The compound is CN(C)CCOC(=O)CCC1CCCCC1. The result is 1 (penetrates BBB).